From a dataset of Catalyst prediction with 721,799 reactions and 888 catalyst types from USPTO. Predict which catalyst facilitates the given reaction. Reactant: [F:1][C:2]1[CH:7]=[CH:6][C:5]([C:8]2[N:12]=[N:11][N:10]([CH3:13])[C:9]=2[CH2:14][OH:15])=[CH:4][CH:3]=1.[CH3:16][O:17][C:18]([C:20]1[N:21]([CH3:26])[N:22]=[C:23](O)[CH:24]=1)=[O:19].C1(P(C2C=CC=CC=2)C2C=CC=CC=2)C=CC=CC=1.N(C(OCC)=O)=NC(OCC)=O. Product: [F:1][C:2]1[CH:3]=[CH:4][C:5]([C:8]2[N:12]=[N:11][N:10]([CH3:13])[C:9]=2[CH2:14][O:15][C:23]2[CH:24]=[C:20]([C:18]([O:17][CH3:16])=[O:19])[N:21]([CH3:26])[N:22]=2)=[CH:6][CH:7]=1. The catalyst class is: 1.